Predict the product of the given reaction. From a dataset of Forward reaction prediction with 1.9M reactions from USPTO patents (1976-2016). (1) Given the reactants [C@@H:1]1([N:10]2[CH:18]=[N:17][C:16]3[C:11]2=[N:12][C:13](Cl)=[N:14][CH:15]=3)[O:7][C@H:6]([CH2:8][OH:9])[C@@H:4]([OH:5])[C@@H:2]1[OH:3].[N-:20]=[N+:21]=[N-:22].[Li+], predict the reaction product. The product is: [C@@H:1]1([N:10]2[CH:18]=[N:17][C:16]3[C:11]2=[N:12][CH:13]=[N:14][C:15]=3[N:20]=[N+:21]=[N-:22])[O:7][C@H:6]([CH2:8][OH:9])[C@@H:4]([OH:5])[C@@H:2]1[OH:3]. (2) Given the reactants [H-].[Al+3].[Li+].[H-].[H-].[H-].[CH3:7][O:8][C:9]1[CH:14]=[CH:13][C:12]([C:15]([CH3:19])([CH3:18])[C:16]#[N:17])=[CH:11][CH:10]=1.[OH-].[Na+].O, predict the reaction product. The product is: [CH3:7][O:8][C:9]1[CH:14]=[CH:13][C:12]([C:15]([CH3:19])([CH3:18])[CH2:16][NH2:17])=[CH:11][CH:10]=1. (3) Given the reactants [F:1][C:2]1[CH:9]=[C:8]([Br:10])[CH:7]=[CH:6][C:3]=1[CH:4]=[O:5].[CH2:11](O)[CH2:12][OH:13].C1(C)C=CC(S(O)(=O)=O)=CC=1, predict the reaction product. The product is: [F:1][C:2]1[CH:9]=[C:8]([Br:10])[CH:7]=[CH:6][C:3]=1[CH:4]1[O:13][CH2:12][CH2:11][O:5]1. (4) Given the reactants C([O:8][C:9]1[CH:29]=[CH:28][C:12]([O:13][CH2:14][CH2:15][C:16]2[N:17]=[C:18]([C:22]3[CH:27]=[CH:26][CH:25]=[CH:24][CH:23]=3)[O:19][C:20]=2[CH3:21])=[CH:11][C:10]=1[CH2:30][CH2:31][CH3:32])C1C=CC=CC=1.[H][H], predict the reaction product. The product is: [CH2:30]([C:10]1[CH:11]=[C:12]([O:13][CH2:14][CH2:15][C:16]2[N:17]=[C:18]([C:22]3[CH:27]=[CH:26][C:25]([C:9]4[CH:29]=[CH:28][CH:12]=[CH:11][CH:10]=4)=[CH:24][CH:23]=3)[O:19][C:20]=2[CH3:21])[CH:28]=[CH:29][C:9]=1[OH:8])[CH2:31][CH3:32]. (5) The product is: [CH3:14][C:15]([CH3:21])([CH3:19])[CH2:16][CH2:17][O:12][C:11]([C:2]1([CH3:1])[CH2:7][C:6]([CH3:8])([CH3:9])[CH2:5][C:4](=[O:10])[CH2:3]1)=[O:13]. Given the reactants [CH3:1][C:2]1([C:11]([OH:13])=[O:12])[CH2:7][C:6]([CH3:9])([CH3:8])[CH2:5][C:4](=[O:10])[CH2:3]1.[CH3:14][C:15]([CH3:21])([CH2:19]C)[CH2:16][CH2:17]O.C(N=C=NC(C)C)(C)C, predict the reaction product.